Dataset: Reaction yield outcomes from USPTO patents with 853,638 reactions. Task: Predict the reaction yield, written as a fraction of the theoretical maximum amount of product (1.0 means a 100% yield; for example, 0.34 means a 34% yield). The reactants are [NH2:1][C:2]1[S:3][C:4]([C:10]2[CH:15]=[CH:14][CH:13]=[CH:12][CH:11]=2)=[CH:5][C:6]=1[C:7]([NH2:9])=[O:8].C[Si]([N:20]=[C:21]=[S:22])(C)C.CN(C)C=O. The catalyst is CN(C)C(=O)C. The product is [NH2:20][C:21]([NH:1][C:2]1[S:3][C:4]([C:10]2[CH:11]=[CH:12][CH:13]=[CH:14][CH:15]=2)=[CH:5][C:6]=1[C:7]([NH2:9])=[O:8])=[S:22]. The yield is 0.350.